Predict the reaction yield, written as a fraction of the theoretical maximum amount of product (1.0 means a 100% yield; for example, 0.34 means a 34% yield). From a dataset of Reaction yield outcomes from USPTO patents with 853,638 reactions. (1) The reactants are Br[C:2]1[CH:7]=[CH:6][C:5]([C:8](=[C:17]2[CH2:22][C:21]([CH3:24])([CH3:23])[O:20][C:19]([CH3:26])([CH3:25])[CH2:18]2)[C:9]2[CH:14]=[CH:13][C:12]([OH:15])=[C:11]([Cl:16])[CH:10]=2)=[CH:4][CH:3]=1.[C:27]([O:31][CH2:32][CH3:33])(=[O:30])[CH:28]=[CH2:29].CCN(CC)CC.CN(C=O)C. The catalyst is Cl[Pd](Cl)([P](C1C=CC=CC=1)(C1C=CC=CC=1)C1C=CC=CC=1)[P](C1C=CC=CC=1)(C1C=CC=CC=1)C1C=CC=CC=1.CCOC(C)=O.O. The product is [Cl:16][C:11]1[CH:10]=[C:9]([C:8](=[C:17]2[CH2:18][C:19]([CH3:26])([CH3:25])[O:20][C:21]([CH3:23])([CH3:24])[CH2:22]2)[C:5]2[CH:4]=[CH:3][C:2](/[CH:29]=[CH:28]/[C:27]([O:31][CH2:32][CH3:33])=[O:30])=[CH:7][CH:6]=2)[CH:14]=[CH:13][C:12]=1[OH:15]. The yield is 0.650. (2) The product is [O:4]1[C:5]2([CH2:6][CH2:7][CH:8]([N:11]3[C:44](=[O:45])[C:43]([CH2:42][C:39]4[CH:40]=[CH:41][C:36]([C:31]5[C:30]([C:28]#[N:29])=[CH:35][CH:34]=[CH:33][CH:32]=5)=[CH:37][C:38]=4[F:54])=[C:49]([CH2:50][CH2:51][CH3:52])[N:16]4[N:15]=[CH:14][CH:13]=[C:12]34)[CH2:9][CH2:10]2)[O:1][CH2:2][CH2:3]1. The yield is 0.750. The reactants are [O:1]1[C:5]2([CH2:10][CH2:9][CH:8]([NH:11][C:12]3[NH:16][N:15]=[CH:14][CH:13]=3)[CH2:7][CH2:6]2)[O:4][CH2:3][CH2:2]1.N12CCCN=C1CCCCC2.[C:28]([C:30]1[CH:35]=[CH:34][CH:33]=[CH:32][C:31]=1[C:36]1[CH:41]=[CH:40][C:39]([CH2:42][CH:43]([C:49](=O)[CH2:50][CH2:51][CH3:52])[C:44](OCC)=[O:45])=[C:38]([F:54])[CH:37]=1)#[N:29].C(OCC)(=O)C. The catalyst is CCN(C1C=CC=CC=1)CC.O. (3) The product is [CH:1]1([N:7]([CH2:25][CH:26]2[CH2:27][CH2:28]2)[C:8]2[N:13]=[CH:12][N:11]=[C:10]([C:14]([NH:16][C:17]3[CH:18]=[CH:19][C:20]([CH2:23][NH:37][CH2:36][C:35]([O:34][C:30]([CH3:33])([CH3:32])[CH3:31])=[O:38])=[CH:21][CH:22]=3)=[O:15])[CH:9]=2)[CH2:6][CH2:5][CH2:4][CH2:3][CH2:2]1. The yield is 0.700. The catalyst is C(Cl)Cl. The reactants are [CH:1]1([N:7]([CH2:25][CH:26]2[CH2:28][CH2:27]2)[C:8]2[N:13]=[CH:12][N:11]=[C:10]([C:14]([NH:16][C:17]3[CH:22]=[CH:21][C:20]([CH:23]=O)=[CH:19][CH:18]=3)=[O:15])[CH:9]=2)[CH2:6][CH2:5][CH2:4][CH2:3][CH2:2]1.Cl.[C:30]([O:34][C:35](=[O:38])[CH2:36][NH2:37])([CH3:33])([CH3:32])[CH3:31].C(N(CC)CC)C.C(O[BH-](OC(=O)C)OC(=O)C)(=O)C.[Na+].C(O)(=O)C. (4) The reactants are [NH2:1][C:2]1[CH:3]=[CH:4][C:5]([O:18][CH3:19])=[C:6]([NH:8][C:9]([NH:11][C:12]2[CH:17]=[N:16][CH:15]=[CH:14][N:13]=2)=[O:10])[CH:7]=1.[CH3:20][S:21](Cl)(=[O:23])=[O:22]. The catalyst is N1C=CC=CC=1. The product is [CH3:19][O:18][C:5]1[CH:4]=[CH:3][C:2]([NH:1][S:21]([CH3:20])(=[O:23])=[O:22])=[CH:7][C:6]=1[NH:8][C:9]([NH:11][C:12]1[CH:17]=[N:16][CH:15]=[CH:14][N:13]=1)=[O:10]. The yield is 0.610.